The task is: Regression. Given a peptide amino acid sequence and an MHC pseudo amino acid sequence, predict their binding affinity value. This is MHC class II binding data.. This data is from Peptide-MHC class II binding affinity with 134,281 pairs from IEDB. (1) The peptide sequence is VKQNTLKLATGMRNV. The MHC is DRB1_0701 with pseudo-sequence DRB1_0701. The binding affinity (normalized) is 0.596. (2) The peptide sequence is KCIEWEAAQHGA. The MHC is DRB1_0101 with pseudo-sequence DRB1_0101. The binding affinity (normalized) is 0.684.